Dataset: Peptide-MHC class I binding affinity with 185,985 pairs from IEDB/IMGT. Task: Regression. Given a peptide amino acid sequence and an MHC pseudo amino acid sequence, predict their binding affinity value. This is MHC class I binding data. (1) The peptide sequence is YTILIILVI. The MHC is H-2-Kb with pseudo-sequence H-2-Kb. The binding affinity (normalized) is 0.145. (2) The peptide sequence is TVLDVGDAY. The MHC is HLA-A31:01 with pseudo-sequence HLA-A31:01. The binding affinity (normalized) is 0.105. (3) The peptide sequence is NAMGADYYA. The MHC is HLA-B15:17 with pseudo-sequence HLA-B15:17. The binding affinity (normalized) is 0.0847. (4) The MHC is HLA-B27:05 with pseudo-sequence HLA-B27:05. The binding affinity (normalized) is 0.0847. The peptide sequence is ISEPMFHQG. (5) The peptide sequence is TQDFTEVQL. The MHC is Mamu-B8701 with pseudo-sequence Mamu-B8701. The binding affinity (normalized) is 0.312.